Dataset: Catalyst prediction with 721,799 reactions and 888 catalyst types from USPTO. Task: Predict which catalyst facilitates the given reaction. (1) Reactant: C([Li])CCC.C(N[CH:10]([CH3:12])[CH3:11])(C)C.[F:13][C:14]1C=NC=C[C:19]=1[I:20].[C:21]([O:28][CH2:29][CH3:30])(=[O:27])[C:22]([O:24]CC)=O.[Cl-].[NH4+:32]. Product: [F:13][C:14]1[C:19]([I:20])=[N:32][CH:12]=[CH:10][C:11]=1[C:22](=[O:24])[C:21]([O:28][CH2:29][CH3:30])=[O:27]. The catalyst class is: 7. (2) Reactant: [CH3:1][O:2][CH2:3][CH:4]1[CH2:9][O:8][C:7]2[CH:10]=[CH:11][C:12]([C:14]([OH:16])=[O:15])=[CH:13][C:6]=2[O:5]1.[N+:17]([O-])([OH:19])=[O:18].S(=O)(=O)(O)O.O. Product: [CH3:1][O:2][CH2:3][CH:4]1[CH2:9][O:8][C:7]2[CH:10]=[C:11]([N+:17]([O-:19])=[O:18])[C:12]([C:14]([OH:16])=[O:15])=[CH:13][C:6]=2[O:5]1. The catalyst class is: 15.